Dataset: Full USPTO retrosynthesis dataset with 1.9M reactions from patents (1976-2016). Task: Predict the reactants needed to synthesize the given product. (1) Given the product [CH3:1][C@H:2]1[CH2:6][CH2:5][CH2:4][N:3]1[C:7]1[C:8]([C:21]2[CH:26]=[CH:25][CH:24]=[CH:23][CH:22]=2)=[N:9][C:10]2[C:15]([N:16]=1)=[CH:14][C:13]([C:17]([OH:19])=[O:18])=[CH:12][CH:11]=2, predict the reactants needed to synthesize it. The reactants are: [CH3:1][C@H:2]1[CH2:6][CH2:5][CH2:4][N:3]1[C:7]1[C:8]([C:21]2[CH:26]=[CH:25][CH:24]=[CH:23][CH:22]=2)=[N:9][C:10]2[C:15]([N:16]=1)=[CH:14][C:13]([C:17]([O:19]C)=[O:18])=[CH:12][CH:11]=2.[OH-].[Na+]. (2) Given the product [C:20]([C:9]1[CH:8]=[C:12]([CH:13]=[CH:14][C:27]=1[OH:28])[C:11]([NH:23][NH:22][C:20]([C:9]1[O:10][CH:11]=[C:12]([C:13]2[CH:14]=[CH:15][C:16]([Cl:19])=[CH:17][CH:18]=2)[C:8]=1[C:5]1[CH:4]=[CH:3][C:2]([Cl:1])=[CH:7][CH:6]=1)=[O:21])=[O:10])#[N:22], predict the reactants needed to synthesize it. The reactants are: [Cl:1][C:2]1[CH:7]=[CH:6][C:5]([C:8]2[C:12]([C:13]3[CH:18]=[CH:17][C:16]([Cl:19])=[CH:15][CH:14]=3)=[CH:11][O:10][C:9]=2[C:20]([NH:22][NH2:23])=[O:21])=[CH:4][CH:3]=1.CN([CH:27]=[O:28])C. (3) Given the product [Cl:1][C:2]1[CH:7]=[CH:6][CH:5]=[C:4]([CH3:8])[C:3]=1[S:9]([N:12]1[CH2:17][CH2:16][N:15]2[CH:18]=[CH:19][CH:20]=[C:14]2[CH:13]1[CH2:21][O:22][CH2:23][C:24]([OH:26])=[O:25])(=[O:11])=[O:10], predict the reactants needed to synthesize it. The reactants are: [Cl:1][C:2]1[CH:7]=[CH:6][CH:5]=[C:4]([CH3:8])[C:3]=1[S:9]([N:12]1[CH2:17][CH2:16][N:15]2[CH:18]=[CH:19][CH:20]=[C:14]2[CH:13]1[CH2:21][O:22][CH2:23][C:24]([O:26]C(C)(C)C)=[O:25])(=[O:11])=[O:10].C1COCC1.O.[OH-].[Na+]. (4) The reactants are: [CH3:1][C:2]1[S:3][C:4]2[C:13]3[N:12]=[C:11]([NH2:14])[N:10]=[CH:9][C:8]=3[CH2:7][CH2:6][C:5]=2[N:15]=1.Cl[C:17]([O:19][CH2:20][CH2:21][CH:22]=[CH2:23])=[O:18].[Cl-].[NH4+]. Given the product [CH2:20]([O:19][C:17](=[O:18])[NH:14][C:11]1[N:10]=[CH:9][C:8]2[CH2:7][CH2:6][C:5]3[N:15]=[C:2]([CH3:1])[S:3][C:4]=3[C:13]=2[N:12]=1)[CH2:21][CH:22]=[CH2:23], predict the reactants needed to synthesize it.